Task: Regression. Given a target protein amino acid sequence and a drug SMILES string, predict the binding affinity score between them. We predict pKd (pKd = -log10(Kd in M); higher means stronger binding). Dataset: bindingdb_kd.. Dataset: Drug-target binding data from BindingDB using Kd measurements (1) The small molecule is CC[C@H](C)[C@H](NC(=O)[C@H](CC(N)=O)NC(=O)[C@H](CO)NC(=O)[C@H](Cc1ccccc1)NC(=O)[C@H](Cc1ccccc1)NC(=O)[C@H](CO)NC(=O)[C@@H](N)Cc1c[nH]c2ccccc12)C(=O)O. The target protein sequence is MIFVLGGCRHKLVCSPAPCNFFHLCLIISCSCPTVHASKLCLGWLWGMHIDPYKEFGASVELLSFLPSDFFPSIRDLLDTASALYREALESPEHCSPHHTALRQAILCWGELMNLATWVGSNLEDPASRELVVSYVNVNMGLKIRQLLWFHISCLTFGRETVLEYLVSFGVWIRTPPAYRPPNAPILSTLPETTVVRRRGRSPRRRTPSPRRRRSQSPRRRRSQSRESQC. The pKd is 4.7. (2) The compound is C[N+]1(C)[C@H]2CC(OC(=O)[C@H](CO)c3ccccc3)C[C@@H]1[C@H]1O[C@@H]21. The target protein sequence is MTLHSQSTTSPLFPQISSSWVHSPSEAGLPLGTVTQLGSYQISQETGQFSSQDTSSDPLGGHTIWQVVFIAFLTGFLALVTIIGNILVIVAFKVNKQLKTVNNYFLLSLASADLIIGVISMNLFTTYIIMNRWALGNLACDLWLSIDYVASNASVMNLLVISFDRYFSITRPLTYRAKRCTKRAGVMIGLAWVISFVLWAPAILFWQYFVGKRTVPPGECFIQFLSEPTITFGTAIAAFYMPVTIMTILYWRIYKETEKRTKELAGLQASGTEIEGRIEGRIEGRTRSQITKRKRMSLIKEKKAAQTLSAILLAFIITWTPYNIMVLVNTFADSAIPKTYWNLGYWLCYINSTVNPVAYALSNKTFRTTFKTLLLSQSDKRKRRKQQYQQRQSVIFHKRVPEQAL. The pKd is 8.9. (3) The small molecule is CCCCC/C=C/CCCCCCCCC(=O)O. The target protein sequence is MKRLSLREAWPYLKDLQQDPLAVLLAWGRAHPRLFLPLPRFPLALIFDPEGVEGALLAEGTTKATFQYRALSRLTGRGLLTDWGESWKEARKALKDPFLPKNVRGYREAMEEEARAFFGEWRGEERDLDHEMLALSLRLLGRALFGKPLSPSLAEHALKALDRIMAQTRSPLALLDLAAEARFRKDRGALYREAEALIVHPPLSHLPRERALSEAVTLLVAGHETVASALTWSFLLLSHRPDWQKRVAESEEAALAAFQEALRLYPPAWILTRRLERPLLLGEDRLPPGTTLVLSPYVTQRLHFPDGEAFRPERFLEERGTPSGRYFPFGLGQRLCLGRDFALLEGPIVLRAFFRRFRLDPLPFPRVLAQVTLRPEGGLPARPREEVRA. The pKd is 3.7. (4) The compound is CC(=O)N1Cc2ccccc2C[C@H]1C(=O)N[C@H](C(=O)N1C[C@H](O)C[C@H]1C(=O)NCc1ccc(-c2scnc2C)cc1)C(C)(C)C. The target protein (P40337) has sequence MPRRAENWDEAEVGAEEAGVEEYGPEEDGGEESGAEESGPEESGPEELGAEEEMEAGRPRPVLRSVNSREPSQVIFCNRSPRVVLPVWLNFDGEPQPYPTLPPGTGRRIHSYRGHLWLFRDAGTHDGLLVNQTELFVPSLNVDGQPIFANITLPVYTLKERCLQVVRSLVKPENYRRLDIVRSLYEDLEDHPNVQKDLERLTQERIAHQRMGD. The pKd is 5.6. (5) The pKd is 7.0. The drug is CC(C)CCC[C@@H](C)[C@H]1CC[C@H]2[C@@H]3CC=C4C[C@@H](O)CC[C@]4(C)[C@H]3CC[C@@]21C. The target protein (P9WPP0) has sequence MSWNHQSVEIAVRRTTVPSPNLPPGFDFTDPAIYAERLPVAEFAELRSAAPIWWNGQDPGKGGGFHDGGFWAITKLNDVKEISRHSDVFSSYENGVIPRFKNDIAREDIEVQRFVMLNMDAPHHTRLRKIISRGFTPRAVGRLHDELQERAQKIAAEAAAAGSGDFVEQVSCELPLQAIAGLLGVPQEDRGKLFHWSNEMTGNEDPEYAHIDPKASSAELIGYAMKMAEEKAKNPADDIVTQLIQADIDGEKLSDDEFGFFVVMLAVAGNETTRNSITQGMMAFAEHPDQWELYKKVRPETAADEIVRWATPVTAFQRTALRDYELSGVQIKKGQRVVMFYRSANFDEEVFQDPFTFNILRNPNPHVGFGGTGAHYCIGANLARMTINLIFNAVADHMPDLKPISAPERLRSGWLNGIKHWQVDYTGRCPVAH.